This data is from Forward reaction prediction with 1.9M reactions from USPTO patents (1976-2016). The task is: Predict the product of the given reaction. Given the reactants [NH2:1][C:2]1[C:7]([CH3:8])=[CH:6][CH:5]=[C:4]([CH:9]([CH3:11])[CH3:10])[C:3]=1[OH:12].[C:13](=S)(OCC)[S-:14].[K+], predict the reaction product. The product is: [CH:9]([C:4]1[C:3]2[O:12][C:13]([SH:14])=[N:1][C:2]=2[C:7]([CH3:8])=[CH:6][CH:5]=1)([CH3:10])[CH3:11].